The task is: Predict the reaction yield, written as a fraction of the theoretical maximum amount of product (1.0 means a 100% yield; for example, 0.34 means a 34% yield).. This data is from Reaction yield outcomes from USPTO patents with 853,638 reactions. (1) The reactants are [Cl:1][C:2]1[C:3]([N:18]2[CH2:23][CH2:22][CH:21]([C:24]([O-:26])=[O:25])[CH2:20][CH2:19]2)=[N:4][CH:5]=[C:6]([C:8](=O)[NH:9][CH2:10][C:11](=[O:16])[CH2:12][CH2:13][CH2:14][CH3:15])[CH:7]=1.O=P(Cl)(Cl)Cl.[CH3:32]N(C=O)C. No catalyst specified. The product is [CH2:12]([C:11]1[O:16][C:8]([C:6]2[CH:7]=[C:2]([Cl:1])[C:3]([N:18]3[CH2:19][CH2:20][CH:21]([C:24]([O:26][CH3:32])=[O:25])[CH2:22][CH2:23]3)=[N:4][CH:5]=2)=[N:9][CH:10]=1)[CH2:13][CH2:14][CH3:15]. The yield is 0.100. (2) The reactants are F[C:2]1[CH:12]=[CH:11][C:5]([C:6]([O:8][CH2:9][CH3:10])=[O:7])=[CH:4][CH:3]=1.[CH3:13][C:14]1([CH3:20])[CH2:19][NH:18][CH2:17][CH2:16][NH:15]1.C(N(C(C)C)C(C)C)C. The catalyst is CC(N(C)C)=O. The product is [CH3:13][C:14]1([CH3:20])[NH:15][CH2:16][CH2:17][N:18]([C:2]2[CH:12]=[CH:11][C:5]([C:6]([O:8][CH2:9][CH3:10])=[O:7])=[CH:4][CH:3]=2)[CH2:19]1. The yield is 0.553. (3) The reactants are C[O:2][C:3]1[CH:20]=[CH:19][C:6]([C:7]([NH:9][C:10]2[CH:11]=[C:12]([B:16]([OH:18])[OH:17])[CH:13]=[N:14][CH:15]=2)=[O:8])=[CH:5][CH:4]=1.B(Br)(Br)Br. The catalyst is ClCCl. The product is [OH:2][C:3]1[CH:20]=[CH:19][C:6]([C:7]([NH:9][C:10]2[CH:11]=[C:12]([B:16]([OH:18])[OH:17])[CH:13]=[N:14][CH:15]=2)=[O:8])=[CH:5][CH:4]=1. The yield is 1.00. (4) The reactants are [CH3:1][C@H:2]1[CH2:6][CH2:5][CH2:4][N:3]1[C:7]1[C:8]([C:21]2[CH:25]=[CH:24][NH:23][CH:22]=2)=[N:9][C:10]2[C:15]([N:16]=1)=[CH:14][C:13]([C:17]([O:19]C)=[O:18])=[CH:12][CH:11]=2.[OH-].[Na+]. The catalyst is CO.O. The product is [CH3:1][C@H:2]1[CH2:6][CH2:5][CH2:4][N:3]1[C:7]1[C:8]([C:21]2[CH:25]=[CH:24][NH:23][CH:22]=2)=[N:9][C:10]2[C:15]([N:16]=1)=[CH:14][C:13]([C:17]([OH:19])=[O:18])=[CH:12][CH:11]=2. The yield is 0.730.